Dataset: Experimentally validated miRNA-target interactions with 360,000+ pairs, plus equal number of negative samples. Task: Binary Classification. Given a miRNA mature sequence and a target amino acid sequence, predict their likelihood of interaction. The miRNA is mmu-miR-301b-3p with sequence CAGUGCAAUGGUAUUGUCAAAGC. The protein sequence of the target gene is MLLGASWLCASKAAATAARGEGEDRQGEQQRGAQARTEEDMDESSLLDLLECSVCLERLDTTAKVLPCQHTFCRRCLESIVCSRHELRCPECRILVGCGVDELPANILLVRLLDGIRQRPRTGASPGSSPPARPGPGTFSALAGGAGGATGSPPCSPVFLSAAAGSSTSSLCDVATNRSVPVAKTLSQLPYAKALYSYEGKEPGDLKFNKGDIIILRRKVDENWYHGELQGMHGFLPASYIQCVRPLPQALPQGKALYDFEMKDRDQDKDCLTFTKDEVLTVIRRVDDNWAEGMLGDKIG.... Result: 1 (interaction).